Task: Predict the reactants needed to synthesize the given product.. Dataset: Full USPTO retrosynthesis dataset with 1.9M reactions from patents (1976-2016) Given the product [CH3:1][O:2][C:3](=[O:9])[CH:4]([CH2:13][C:14]1[CH:19]=[CH:18][C:17]([F:20])=[CH:16][CH:15]=1)[C:5](=[O:8])[CH2:6][CH3:7], predict the reactants needed to synthesize it. The reactants are: [CH3:1][O:2][C:3](=[O:9])[CH2:4][C:5](=[O:8])[CH2:6][CH3:7].[H-].[Na+].Br[CH2:13][C:14]1[CH:19]=[CH:18][C:17]([F:20])=[CH:16][CH:15]=1.